Dataset: Reaction yield outcomes from USPTO patents with 853,638 reactions. Task: Predict the reaction yield, written as a fraction of the theoretical maximum amount of product (1.0 means a 100% yield; for example, 0.34 means a 34% yield). (1) The reactants are Cl[C:2]1[CH:7]=[CH:6][C:5]([N+:8]([O-:10])=[O:9])=[CH:4][CH:3]=1.[NH:11]1[C:15]2[CH:16]=[CH:17][CH:18]=[CH:19][C:14]=2[N:13]=[N:12]1.C(=O)([O-])[O-].[K+].[K+]. The catalyst is CN1C(=O)CCC1. The product is [N+:8]([C:5]1[CH:6]=[CH:7][C:2]([N:12]2[N:13]=[C:14]3[CH:19]=[CH:18][CH:17]=[CH:16][C:15]3=[N:11]2)=[CH:3][CH:4]=1)([O-:10])=[O:9]. The yield is 0.300. (2) The reactants are [O:1]1[C:5]2[CH:6]=[CH:7][C:8]([C:10]3[S:11][CH:12]=[C:13]([C:15]([OH:17])=O)[N:14]=3)=[CH:9][C:4]=2[CH2:3][CH2:2]1.[NH2:18][C:19]1[S:20][CH:21]=[CH:22][N:23]=1.F[P-](F)(F)(F)(F)F.N1(OC(N(C)C)=[N+](C)C)C2C=CC=CC=2N=N1.C(N(CC)C(C)C)(C)C. The catalyst is CN(C)C=O.CN(C)C1C=CN=CC=1. The product is [O:1]1[C:5]2[CH:6]=[CH:7][C:8]([C:10]3[S:11][CH:12]=[C:13]([C:15]([NH:18][C:19]4[S:20][CH:21]=[CH:22][N:23]=4)=[O:17])[N:14]=3)=[CH:9][C:4]=2[CH2:3][CH2:2]1. The yield is 0.460. (3) The reactants are C1(P(C2C=CC=CC=2)C2C=CC=CC=2)C=CC=CC=1.CCOC(/N=N/C(OCC)=O)=O.[C:32]1([C:38]([C:46]2[CH:51]=[CH:50][CH:49]=[CH:48][CH:47]=2)([C:40]2[CH:45]=[CH:44][CH:43]=[CH:42][CH:41]=2)[SH:39])[CH:37]=[CH:36][CH:35]=[CH:34][CH:33]=1.[CH3:52][C:53]([CH3:78])([O:55][C:56]([N:58]1[CH2:63][CH2:62][N:61]2[CH:64]=[C:65]([C:67]3[CH:72]=[CH:71][CH:70]=[CH:69][C:68]=3[O:73][CH3:74])[N:66]=[C:60]2[CH:59]1[CH2:75][CH2:76]O)=[O:57])[CH3:54]. The catalyst is C1COCC1. The product is [CH3:54][C:53]([CH3:78])([O:55][C:56]([N:58]1[CH2:63][CH2:62][N:61]2[CH:64]=[C:65]([C:67]3[CH:72]=[CH:71][CH:70]=[CH:69][C:68]=3[O:73][CH3:74])[N:66]=[C:60]2[CH:59]1[CH2:75][CH2:76][S:39][C:38]([C:32]1[CH:33]=[CH:34][CH:35]=[CH:36][CH:37]=1)([C:40]1[CH:41]=[CH:42][CH:43]=[CH:44][CH:45]=1)[C:46]1[CH:47]=[CH:48][CH:49]=[CH:50][CH:51]=1)=[O:57])[CH3:52]. The yield is 1.11. (4) The reactants are [Cl:1][C:2]1[CH:7]=[CH:6][C:5](I)=[C:4]([O:9][CH3:10])[CH:3]=1.O.[CH3:12][N:13](C=O)C. The catalyst is [C-]#N.[C-]#N.[Zn+2].C1C=CC([P]([Pd]([P](C2C=CC=CC=2)(C2C=CC=CC=2)C2C=CC=CC=2)([P](C2C=CC=CC=2)(C2C=CC=CC=2)C2C=CC=CC=2)[P](C2C=CC=CC=2)(C2C=CC=CC=2)C2C=CC=CC=2)(C2C=CC=CC=2)C2C=CC=CC=2)=CC=1. The product is [Cl:1][C:2]1[CH:7]=[CH:6][C:5]([C:12]#[N:13])=[C:4]([O:9][CH3:10])[CH:3]=1. The yield is 0.900. (5) The reactants are [OH:1][C@@H:2]1[CH2:5][C@H:4]([N:6]2[C:11](=[O:12])[C:10]([CH2:13][C:14]3[CH:19]=[CH:18][C:17]([C:20]4[C:21]([C:26]#[N:27])=[CH:22][CH:23]=[CH:24][CH:25]=4)=[CH:16][CH:15]=3)=[C:9]([CH2:28][CH2:29][CH3:30])[N:8]3[N:31]=[CH:32][N:33]=[C:7]23)[CH2:3]1.FC(F)(F)S(O[Si](C(C)(C)C)(C)C)(=O)=O.[N:49]1C(C)=CC=CC=1C.[Cl-].O[NH3+].[C:60](=[O:63])([O-])[OH:61].[Na+]. The catalyst is C(OCC)(=O)C.CS(C)=O.O1CCCC1. The product is [OH:1][C@@H:2]1[CH2:5][C@H:4]([N:6]2[C:11](=[O:12])[C:10]([CH2:13][C:14]3[CH:15]=[CH:16][C:17]([C:20]4[CH:25]=[CH:24][CH:23]=[CH:22][C:21]=4[C:26]4[NH:49][C:60](=[O:63])[O:61][N:27]=4)=[CH:18][CH:19]=3)=[C:9]([CH2:28][CH2:29][CH3:30])[N:8]3[N:31]=[CH:32][N:33]=[C:7]23)[CH2:3]1. The yield is 0.580. (6) The reactants are C(N(CC)CC)C.Cl.[CH3:9][NH:10][CH2:11][C:12]1[CH:20]=[CH:19][CH:18]=[C:17]2[C:13]=1[CH2:14][N:15]([CH:22]1[CH2:27][CH2:26][C:25](=[O:28])[NH:24][C:23]1=[O:29])[C:16]2=[O:21].[Cl:30][C:31]1[CH:32]=[C:33]([N:38]=[C:39]=[O:40])[CH:34]=[CH:35][C:36]=1[CH3:37]. The catalyst is C1COCC1. The product is [Cl:30][C:31]1[CH:32]=[C:33]([NH:38][C:39](=[O:40])[N:10]([CH2:11][C:12]2[CH:20]=[CH:19][CH:18]=[C:17]3[C:13]=2[CH2:14][N:15]([CH:22]2[CH2:27][CH2:26][C:25](=[O:28])[NH:24][C:23]2=[O:29])[C:16]3=[O:21])[CH3:9])[CH:34]=[CH:35][C:36]=1[CH3:37]. The yield is 0.750.